Dataset: Reaction yield outcomes from USPTO patents with 853,638 reactions. Task: Predict the reaction yield, written as a fraction of the theoretical maximum amount of product (1.0 means a 100% yield; for example, 0.34 means a 34% yield). (1) The reactants are [CH3:1][C:2]1[CH:3]=[C:4]([CH:9]=[C:10]([C:12]2[CH:17]=[CH:16][CH:15]=[CH:14][CH:13]=2)[CH:11]=1)[C:5]([O:7][CH3:8])=[O:6].[Br:18]N1C(=O)CCC1=O.N(C(C)(C)C#N)=NC(C)(C)C#N.C(OOC(=O)C1C=CC=CC=1)(=O)C1C=CC=CC=1. No catalyst specified. The product is [Br:18][CH2:1][C:2]1[CH:3]=[C:4]([CH:9]=[C:10]([C:12]2[CH:17]=[CH:16][CH:15]=[CH:14][CH:13]=2)[CH:11]=1)[C:5]([O:7][CH3:8])=[O:6]. The yield is 0.800. (2) The reactants are [NH:1]1[C:5]2[CH:6]=[CH:7][CH:8]=[CH:9][C:4]=2[N:3]=[C:2]1[CH2:10][NH:11][CH:12]1[C:21]2[N:20]=[CH:19][CH:18]=[CH:17][C:16]=2[CH2:15][CH2:14][CH2:13]1.[CH:22](=O)[C:23]1[CH:28]=[CH:27][CH:26]=[CH:25][CH:24]=1.C(N(CC1N(CCC#N)C2C=CC=CC=2N=1)C1C2N=CC=CC=2CCC1)C. No catalyst specified. The product is [NH:1]1[C:5]2[CH:6]=[CH:7][CH:8]=[CH:9][C:4]=2[N:3]=[C:2]1[CH2:10][N:11]([CH2:22][C:23]1[CH:28]=[CH:27][CH:26]=[CH:25][CH:24]=1)[CH:12]1[C:21]2[N:20]=[CH:19][CH:18]=[CH:17][C:16]=2[CH2:15][CH2:14][CH2:13]1. The yield is 0.730. (3) The product is [Cl:3][C:4]1[C:12]2[N:11]=[C:10]3[N:13]([C:17]4[CH:22]=[CH:21][C:20]([Cl:23])=[CH:19][C:18]=4[Cl:24])[CH2:14][CH2:15][CH2:16][N:9]3[C:8]=2[C:7]([C:25]([O:28][CH3:29])([CH3:26])[CH3:27])=[CH:6][CH:5]=1. The catalyst is CN(C)C=O.O. The reactants are [H-].[Na+].[Cl:3][C:4]1[C:12]2[N:11]=[C:10]3[N:13]([C:17]4[CH:22]=[CH:21][C:20]([Cl:23])=[CH:19][C:18]=4[Cl:24])[CH2:14][CH2:15][CH2:16][N:9]3[C:8]=2[C:7]([C:25]([OH:28])([CH3:27])[CH3:26])=[CH:6][CH:5]=1.[CH3:29]I. The yield is 0.860. (4) The reactants are [F:1][C:2]([F:12])([F:11])[C:3](=O)[CH2:4][C:5]([O:7][CH2:8][CH3:9])=[O:6].[C:13]([C:16]1[CH:23]=[CH:22][C:19]([CH:20]=O)=[CH:18][CH:17]=1)([OH:15])=[O:14].Cl.[NH2:25][C:26]1[N:30]2[CH2:31][CH2:32][CH2:33][N:29]2[C:28](=[O:34])[CH:27]=1.CC[O-].[Na+]. The catalyst is CCO.O. The product is [CH2:8]([O:7][C:5]([C:4]1[CH:20]([C:19]2[CH:22]=[CH:23][C:16]([C:13]([OH:15])=[O:14])=[CH:17][CH:18]=2)[C:27]2[C:28](=[O:34])[N:29]3[CH2:33][CH2:32][CH2:31][N:30]3[C:26]=2[NH:25][C:3]=1[C:2]([F:12])([F:11])[F:1])=[O:6])[CH3:9]. The yield is 0.510. (5) The reactants are [N:1]1[CH:6]=[CH:5][CH:4]=[CH:3][C:2]=1[C:7]([NH:9][C:10]1[C:11]([C:21]([OH:23])=O)=[N:12][N:13]([CH:15]2[CH2:20][CH2:19][CH2:18][CH2:17][O:16]2)[CH:14]=1)=[O:8].Cl.[NH2:25][CH2:26][CH2:27][CH2:28][C:29]#[N:30].CCN=C=NCCCN(C)C.C1C=CC2N(O)N=NC=2C=1.C(N(CC)CC)C.C(=O)([O-])O.[Na+]. The catalyst is CN(C=O)C. The product is [C:26]([CH2:27][CH2:28][CH2:29][NH:30][C:21]([C:11]1[C:10]([NH:9][C:7]([C:2]2[CH:3]=[CH:4][CH:5]=[CH:6][N:1]=2)=[O:8])=[CH:14][N:13]([CH:15]2[CH2:20][CH2:19][CH2:18][CH2:17][O:16]2)[N:12]=1)=[O:23])#[N:25]. The yield is 0.410. (6) The yield is 0.990. The catalyst is CO.C1(C)C=CC=CC=1. The reactants are C[Si](C=[N+]=[N-])(C)C.[Br:8][C:9]1[CH:14]=[CH:13][CH:12]=[CH:11][C:10]=1[CH2:15][C:16]([OH:18])=[O:17].[C:19](O)(=O)C. The product is [CH3:19][O:17][C:16](=[O:18])[CH2:15][C:10]1[CH:11]=[CH:12][CH:13]=[CH:14][C:9]=1[Br:8]. (7) The reactants are COC(=O)[O:4][C:5]1[CH:10]=[C:9]([N+:11]([O-:13])=[O:12])[C:8]([C:14]([CH3:17])([CH3:16])[CH3:15])=[CH:7][C:6]=1[C:18]([CH3:21])([CH3:20])[CH3:19].COC(=O)OC1C([N+]([O-])=O)=CC(C(C)(C)C)=CC=1C(C)(C)C.[OH-].[K+].Cl. The catalyst is CO. The product is [C:18]([C:6]1[CH:7]=[C:8]([C:14]([CH3:16])([CH3:15])[CH3:17])[C:9]([N+:11]([O-:13])=[O:12])=[CH:10][C:5]=1[OH:4])([CH3:19])([CH3:20])[CH3:21]. The yield is 0.290. (8) The reactants are [H-].[Na+].[SH:3][C:4]1[CH:9]=[CH:8][N:7]=[CH:6][CH:5]=1.Br[CH2:11][CH2:12][O:13][CH:14]1[CH2:19][CH2:18][CH2:17][CH2:16][O:15]1. The catalyst is CN(C=O)C.O. The product is [O:15]1[CH2:16][CH2:17][CH2:18][CH2:19][CH:14]1[O:13][CH2:12][CH2:11][S:3][C:4]1[CH:9]=[CH:8][N:7]=[CH:6][CH:5]=1. The yield is 0.560. (9) The reactants are [CH3:1][O:2][C:3]1[CH:22]=[CH:21][C:6]([CH2:7][N:8]([C:16]2[N:17]=[CH:18][S:19][CH:20]=2)C(=O)OC(C)(C)C)=[CH:5][CH:4]=1.[Al](Cl)(C)C. The catalyst is C1COCC1. The product is [CH3:1][O:2][C:3]1[CH:4]=[CH:5][C:6]([CH2:7][NH:8][C:16]2[N:17]=[CH:18][S:19][CH:20]=2)=[CH:21][CH:22]=1. The yield is 0.730. (10) The reactants are [F:1][C:2]1[C:10]([O:11][C@@H:12]([C:14]2[O:15][CH:16]=[C:17]([C:19]3[CH:24]=[CH:23][C:22]([C:25]([F:28])([F:27])[F:26])=[CH:21][CH:20]=3)[N:18]=2)[CH3:13])=[CH:9][CH:8]=[C:7]([F:29])[C:3]=1[C:4]([NH2:6])=[O:5].[Br:30]Br. The catalyst is C(Cl)Cl.O. The product is [Br:30][C:16]1[O:15][C:14]([C@H:12]([O:11][C:10]2[C:2]([F:1])=[C:3]([C:7]([F:29])=[CH:8][CH:9]=2)[C:4]([NH2:6])=[O:5])[CH3:13])=[N:18][C:17]=1[C:19]1[CH:24]=[CH:23][C:22]([C:25]([F:26])([F:27])[F:28])=[CH:21][CH:20]=1. The yield is 0.340.